Dataset: Reaction yield outcomes from USPTO patents with 853,638 reactions. Task: Predict the reaction yield, written as a fraction of the theoretical maximum amount of product (1.0 means a 100% yield; for example, 0.34 means a 34% yield). (1) The reactants are [CH3:1][O:2][C:3]1[C:8](/[CH:9]=[CH:10]/[C:11]2[CH:16]=[CH:15][C:14]([N+:17]([O-])=O)=[CH:13][CH:12]=2)=[CH:7][C:6]([C:20]2[C:21](=[O:26])[NH:22][CH:23]=[CH:24][CH:25]=2)=[CH:5][C:4]=1[C:27]1([CH3:30])[CH2:29][CH2:28]1. The catalyst is CO.CCOC(C)=O.[Pd]. The product is [NH2:17][C:14]1[CH:15]=[CH:16][C:11]([CH2:10][CH2:9][C:8]2[CH:7]=[C:6]([C:20]3[C:21](=[O:26])[NH:22][CH:23]=[CH:24][CH:25]=3)[CH:5]=[C:4]([C:27]3([CH3:30])[CH2:29][CH2:28]3)[C:3]=2[O:2][CH3:1])=[CH:12][CH:13]=1. The yield is 0.760. (2) The reactants are [Cl:1][C:2]1[CH:13]=[CH:12][C:5]([CH2:6][N:7]2[CH2:11][CH2:10][CH2:9][CH2:8]2)=[CH:4][C:3]=1[N+:14]([O-])=O.[Sn](Cl)Cl. The catalyst is CCO. The product is [Cl:1][C:2]1[CH:13]=[CH:12][C:5]([CH2:6][N:7]2[CH2:8][CH2:9][CH2:10][CH2:11]2)=[CH:4][C:3]=1[NH2:14]. The yield is 0.501. (3) The reactants are [CH3:1][CH:2]([CH3:14])[C:3]([O:5][CH:6]([O:9][C:10](CC)=S)[CH2:7][CH3:8])=[O:4].[OH:15][N:16]1[C:20](=[O:21])[CH2:19][CH2:18][C:17]1=[O:22].C(OO)(=[O:25])C. The catalyst is ClCCl. The product is [CH3:14][CH:2]([CH3:1])[C:3]([O:5][CH:6]([O:9][C:10]([O:15][N:16]1[C:20](=[O:21])[CH2:19][CH2:18][C:17]1=[O:22])=[O:25])[CH2:7][CH3:8])=[O:4]. The yield is 0.610.